Predict which catalyst facilitates the given reaction. From a dataset of Catalyst prediction with 721,799 reactions and 888 catalyst types from USPTO. (1) Reactant: C[C:2]1[C:3]([Br:12])=[CH:4][C:5]2[NH:10][CH2:9][CH2:8][NH:7][C:6]=2[N:11]=1.[Cl:13][C:14]1[C:21]([F:22])=[CH:20][CH:19]=[C:18]([F:23])[C:15]=1[CH2:16]Br.[C:24](#N)C. Product: [Br:12][C:3]1[CH:2]=[N:11][C:6]2[NH:7][CH2:8][CH2:9][N:10]([CH2:16][C:15]3[C:18]([F:23])=[CH:19][CH:20]=[C:21]([F:22])[C:14]=3[Cl:13])[C:5]=2[C:4]=1[CH3:24]. The catalyst class is: 2. (2) Reactant: C(OC([NH:8][C:9]1[CH:14]=[CH:13][C:12]([C:15]2([C:18]([O:20][CH2:21][CH3:22])=[O:19])[CH2:17][CH2:16]2)=[CH:11][C:10]=1[C:23](=O)[C:24]([N:26]1[CH2:34][C:33]2[C:28](=[CH:29][CH:30]=[CH:31][CH:32]=2)[CH2:27]1)=[O:25])=O)(C)(C)C.[F-].[Cs+].C[Si]([N:42]=[C:43]=[N:44][Si](C)(C)C)(C)C.Cl. Product: [NH2:42][C:43]1[N:44]=[C:23]([C:24]([N:26]2[CH2:27][C:28]3[C:33](=[CH:32][CH:31]=[CH:30][CH:29]=3)[CH2:34]2)=[O:25])[C:10]2[C:9](=[CH:14][CH:13]=[C:12]([C:15]3([C:18]([O:20][CH2:21][CH3:22])=[O:19])[CH2:17][CH2:16]3)[CH:11]=2)[N:8]=1. The catalyst class is: 10. (3) Reactant: C[O:2][C:3](=O)[C:4]1[CH:9]=[C:8]([Cl:10])[CH:7]=[CH:6][C:5]=1[F:11].O.[NH2:14][NH2:15]. Product: [Cl:10][C:8]1[CH:7]=[CH:6][C:5]([F:11])=[C:4]([CH:9]=1)[C:3]([NH:14][NH2:15])=[O:2]. The catalyst class is: 8. (4) Reactant: [CH3:1][NH:2][C:3]([C:5]1[CH:6]=[C:7]2[C:11](=[CH:12][CH:13]=1)[NH:10][C:9]([C:14]([O:16]CC1C=CC=CC=1)=[O:15])=[CH:8]2)=[O:4]. Product: [CH3:1][NH:2][C:3]([C:5]1[CH:6]=[C:7]2[C:11](=[CH:12][CH:13]=1)[NH:10][C:9]([C:14]([OH:16])=[O:15])=[CH:8]2)=[O:4]. The catalyst class is: 123. (5) Reactant: C([N:4]1[CH:8]=[CH:7][N:6]=[C:5]1[C:9]1[S:13][C:12]([C:14]2[CH:19]=[CH:18][N:17]=[C:16]([NH:20][C:21](=[O:23])[CH3:22])[CH:15]=2)=[N:11][C:10]=1[C:24]1[CH:29]=[CH:28][C:27]([Cl:30])=[CH:26][C:25]=1[Cl:31])C=C.C1([SiH3])C=CC=CC=1. Product: [Cl:31][C:25]1[CH:26]=[C:27]([Cl:30])[CH:28]=[CH:29][C:24]=1[C:10]1[N:11]=[C:12]([C:14]2[CH:19]=[CH:18][N:17]=[C:16]([NH:20][C:21](=[O:23])[CH3:22])[CH:15]=2)[S:13][C:9]=1[C:5]1[NH:4][CH:8]=[CH:7][N:6]=1. The catalyst class is: 411.